This data is from Catalyst prediction with 721,799 reactions and 888 catalyst types from USPTO. The task is: Predict which catalyst facilitates the given reaction. (1) Reactant: [NH2:1][C:2]1[CH:7]=[CH:6][C:5]([CH2:8][C:9]([O:11][C:12]([CH3:15])([CH3:14])[CH3:13])=[O:10])=[CH:4][C:3]=1[CH3:16].[Br:17][C:18]1[CH:23]=[CH:22][CH:21]=[CH:20][C:19]=1[N:24]=[C:25]=[O:26].CCN(CC)CC. Product: [Br:17][C:18]1[CH:23]=[CH:22][CH:21]=[CH:20][C:19]=1[NH:24][C:25](=[O:26])[NH:1][C:2]1[CH:7]=[CH:6][C:5]([CH2:8][C:9]([O:11][C:12]([CH3:13])([CH3:15])[CH3:14])=[O:10])=[CH:4][C:3]=1[CH3:16]. The catalyst class is: 1. (2) Product: [Cl:1][C:2]1[CH:7]=[CH:6][CH:5]=[C:4]([C:8]#[CH:9])[CH:3]=1. The catalyst class is: 11. Reactant: [Cl:1][C:2]1[CH:3]=[C:4]([C:8]#[C:9]C(C)(O)C)[CH:5]=[CH:6][CH:7]=1.C(=O)([O-])[O-].[K+].[K+].C1OCCOCCOCCOCCOCCOC1. (3) Reactant: C1N=CN(C(N2C=NC=C2)=O)C=1.[Cl:13][C:14]1[CH:19]=[C:18]([C:20]2[O:24][N:23]=[C:22]([CH3:25])[C:21]=2[C:26](O)=[O:27])[CH:17]=[CH:16][N:15]=1.[BH4-].[Na+].Cl. Product: [Cl:13][C:14]1[CH:19]=[C:18]([C:20]2[O:24][N:23]=[C:22]([CH3:25])[C:21]=2[CH2:26][OH:27])[CH:17]=[CH:16][N:15]=1. The catalyst class is: 30. (4) The catalyst class is: 103. Product: [F:24][C:25]1[C:30]([C:2]2[CH:3]=[CH:4][C:5]3[O:11][CH2:10][CH2:9][N:8]4[CH:12]=[C:13]([C:15]5[N:19]([CH:20]([CH3:22])[CH3:21])[N:18]=[CH:17][N:16]=5)[N:14]=[C:7]4[C:6]=3[CH:23]=2)=[CH:29][CH:28]=[CH:27][N:26]=1. Reactant: Br[C:2]1[CH:3]=[CH:4][C:5]2[O:11][CH2:10][CH2:9][N:8]3[CH:12]=[C:13]([C:15]4[N:19]([CH:20]([CH3:22])[CH3:21])[N:18]=[CH:17][N:16]=4)[N:14]=[C:7]3[C:6]=2[CH:23]=1.[F:24][C:25]1[C:30](B(O)O)=[CH:29][CH:28]=[CH:27][N:26]=1.C([O-])(=O)C.[K+].CN(C=O)C. (5) The catalyst class is: 27. Reactant: [C:1]([Si:5]([CH3:34])([CH3:33])[O:6][CH2:7][CH2:8][NH:9][C:10]1[CH:15]=[CH:14][C:13]([NH:16][C:17]([C:19]2[S:20][CH:21]=[CH:22][C:23]=2[NH:24][C:25]([C:27]2[S:28][C:29]([Cl:32])=[CH:30][CH:31]=2)=[O:26])=[O:18])=[CH:12][CH:11]=1)([CH3:4])([CH3:3])[CH3:2].[N:35]#[C:36]Br.C(=O)(O)[O-].[Na+]. Product: [Si:5]([O:6][CH2:7][CH2:8][N:9]([C:36]#[N:35])[C:10]1[CH:11]=[CH:12][C:13]([NH:16][C:17]([C:19]2[S:20][CH:21]=[CH:22][C:23]=2[NH:24][C:25]([C:27]2[S:28][C:29]([Cl:32])=[CH:30][CH:31]=2)=[O:26])=[O:18])=[CH:14][CH:15]=1)([C:1]([CH3:4])([CH3:3])[CH3:2])([CH3:34])[CH3:33]. (6) The catalyst class is: 146. Product: [Cl:1][C:2]1[CH:8]=[C:7]([O:9][C:10]2[C:19]3[C:14](=[CH:15][C:16]([O:22][CH3:23])=[C:17]([O:20][CH3:21])[CH:18]=3)[N:13]=[CH:12][CH:11]=2)[CH:6]=[CH:5][C:3]=1[NH:4][C:37]([NH:45][C:46]1[S:47][C:48]([CH2:51][CH3:52])=[N:49][N:50]=1)=[O:43]. Reactant: [Cl:1][C:2]1[CH:8]=[C:7]([O:9][C:10]2[C:19]3[C:14](=[CH:15][C:16]([O:22][CH3:23])=[C:17]([O:20][CH3:21])[CH:18]=3)[N:13]=[CH:12][CH:11]=2)[CH:6]=[CH:5][C:3]=1[NH2:4].C(N(C(C)C)CC)(C)C.ClC(Cl)(O[C:37](=[O:43])OC(Cl)(Cl)Cl)Cl.[NH2:45][C:46]1[S:47][C:48]([CH2:51][CH3:52])=[N:49][N:50]=1. (7) Reactant: [CH3:1][O:2][C:3](=[O:28])[C:4]1[CH:27]=[CH:26][C:7]([C:8]([NH:10][C:11]2[CH:16]=[CH:15][CH:14]=[CH:13][C:12]=2[NH:17][C:18]2[CH:23]=[CH:22][C:21]([O:24][CH3:25])=[CH:20][CH:19]=2)=O)=[CH:6][CH:5]=1.CCCCCCC. Product: [CH3:1][O:2][C:3](=[O:28])[C:4]1[CH:27]=[CH:26][C:7]([C:8]2[N:17]([C:18]3[CH:23]=[CH:22][C:21]([O:24][CH3:25])=[CH:20][CH:19]=3)[C:12]3[CH:13]=[CH:14][CH:15]=[CH:16][C:11]=3[N:10]=2)=[CH:6][CH:5]=1. The catalyst class is: 15. (8) Reactant: [C@@H:1]12[O:7][C@@H:6]1[CH2:5][CH2:4][CH2:3][C@@H:2]2[NH:8][C:9](=[O:18])[O:10][CH2:11][C:12]1[CH:17]=[CH:16][CH:15]=[CH:14][CH:13]=1.[CH3:19][NH2:20]. Product: [OH:7][C@@H:1]1[C@@H:6]([NH:20][CH3:19])[CH2:5][CH2:4][CH2:3][C@@H:2]1[NH:8][C:9](=[O:18])[O:10][CH2:11][C:12]1[CH:17]=[CH:16][CH:15]=[CH:14][CH:13]=1. The catalyst class is: 5.